The task is: Predict the reaction yield, written as a fraction of the theoretical maximum amount of product (1.0 means a 100% yield; for example, 0.34 means a 34% yield).. This data is from Reaction yield outcomes from USPTO patents with 853,638 reactions. (1) The reactants are Cl[C:2]1[S:3][C:4]2[C:10]([C:11]3[CH:16]=[CH:15][CH:14]=[CH:13][CH:12]=3)=[CH:9][CH:8]=[C:7]([O:17][CH3:18])[C:5]=2[N:6]=1.[NH2:19][CH2:20][C:21]1[CH:22]=[N:23][CH:24]=[CH:25][CH:26]=1. The catalyst is O1CCOCC1. The product is [CH3:18][O:17][C:7]1[C:5]2[N:6]=[C:2]([NH:19][CH2:20][C:21]3[CH:22]=[N:23][CH:24]=[CH:25][CH:26]=3)[S:3][C:4]=2[C:10]([C:11]2[CH:16]=[CH:15][CH:14]=[CH:13][CH:12]=2)=[CH:9][CH:8]=1. The yield is 0.310. (2) The reactants are [Cl:1][C:2]1[C:3]([CH:14]=O)=[N:4][CH:5]=[C:6]([N:8]([CH3:13])[CH:9]([CH3:12])[CH2:10][CH3:11])[N:7]=1.[CH2:16]([NH:23][CH2:24][C@@H:25]([OH:29])[CH2:26][O:27][CH3:28])[C:17]1[CH:22]=[CH:21][CH:20]=[CH:19][CH:18]=1.C(O[BH-](OC(=O)C)OC(=O)C)(=O)C.[Na+].C(=O)([O-])O.[Na+]. The catalyst is C(#N)C.C(O)(=O)C. The product is [CH2:16]([N:23]([CH2:14][C:3]1[C:2]([Cl:1])=[N:7][C:6]([N:8]([CH3:13])[CH:9]([CH3:12])[CH2:10][CH3:11])=[CH:5][N:4]=1)[CH2:24][C@@H:25]([OH:29])[CH2:26][O:27][CH3:28])[C:17]1[CH:22]=[CH:21][CH:20]=[CH:19][CH:18]=1. The yield is 0.640. (3) The reactants are FC(F)(F)S([O:6][Si:7]([C:10]([CH3:13])([CH3:12])[CH3:11])([CH3:9])[CH3:8])(=O)=O.[F:16][C:17]1[N:22]=[CH:21][C:20]([CH:23]([CH3:26])[CH2:24]O)=[CH:19][CH:18]=1.C(N(CC)C(C)C)(C)C. The catalyst is C(Cl)Cl. The product is [Si:7]([O:6][CH2:24][CH:23]([C:20]1[CH:19]=[CH:18][C:17]([F:16])=[N:22][CH:21]=1)[CH3:26])([C:10]([CH3:11])([CH3:12])[CH3:13])([CH3:8])[CH3:9]. The yield is 0.780. (4) The reactants are [CH2:1]([OH:3])[CH3:2].[CH2:4]([C@@H:6]1[O:8][CH2:7]1)[Cl:5].[C]=O.C1C[O:14][CH2:13]C1. The catalyst is CN(C)C1C=CN=CC=1. The product is [CH2:1]([O:3][C:13](=[O:14])[CH2:7][C@@H:6]([OH:8])[CH2:4][Cl:5])[CH3:2]. The yield is 0.830.